From a dataset of Reaction yield outcomes from USPTO patents with 853,638 reactions. Predict the reaction yield, written as a fraction of the theoretical maximum amount of product (1.0 means a 100% yield; for example, 0.34 means a 34% yield). The reactants are [C:1]([O:5][C:6]([NH:8][C@H:9]([CH2:16][OH:17])[CH2:10][CH2:11][C:12]([O:14][CH3:15])=[O:13])=[O:7])([CH3:4])([CH3:3])[CH3:2].[C:18]1([CH3:28])[CH:23]=[CH:22][C:21]([S:24](Cl)(=[O:26])=[O:25])=[CH:20][CH:19]=1.C(N(CC)CC)C. The catalyst is C(Cl)Cl. The product is [C:1]([O:5][C:6]([NH:8][C@H:9]([CH2:16][O:17][S:24]([C:21]1[CH:22]=[CH:23][C:18]([CH3:28])=[CH:19][CH:20]=1)(=[O:26])=[O:25])[CH2:10][CH2:11][C:12]([O:14][CH3:15])=[O:13])=[O:7])([CH3:2])([CH3:4])[CH3:3]. The yield is 0.540.